This data is from Full USPTO retrosynthesis dataset with 1.9M reactions from patents (1976-2016). The task is: Predict the reactants needed to synthesize the given product. (1) Given the product [Cl:1][C:2]1[C:3]([N:9]=[C:10]([C:11]2[CH:16]=[CH:15][CH:14]=[CH:13][CH:12]=2)[C:17]2[CH:22]=[CH:21][CH:20]=[CH:19][CH:18]=2)=[N:4][CH:5]=[CH:6][C:7]=1[O:8][C:35]1[CH:34]=[CH:33][C:32]([N+:37]([O-:39])=[O:38])=[CH:31][C:30]=1[F:29], predict the reactants needed to synthesize it. The reactants are: [Cl:1][C:2]1[C:7](=[O:8])[CH:6]=[CH:5][NH:4][C:3]=1[N:9]=[C:10]([C:17]1[CH:22]=[CH:21][CH:20]=[CH:19][CH:18]=1)[C:11]1[CH:16]=[CH:15][CH:14]=[CH:13][CH:12]=1.C(=O)([O-])[O-].[Cs+].[Cs+].[F:29][C:30]1[CH:31]=[C:32]([N+:37]([O-:39])=[O:38])[CH:33]=[CH:34][C:35]=1F.O. (2) Given the product [C:1]([C:5]1[CH:9]=[C:8]([NH:10][C:11]([NH:13][C:14]2[CH:19]=[CH:18][C:17]([O:20][C:21]3[CH:26]=[CH:25][N:24]=[C:23]([CH3:27])[CH:22]=3)=[CH:16][C:15]=2[F:28])=[O:12])[N:7]([C:29]2[CH:30]=[C:31]([CH:35]=[CH:36][CH:37]=2)[C:32]([NH:45][CH2:44][CH:42]2[CH2:41][O:40][C:39]([CH3:46])([CH3:38])[O:43]2)=[O:34])[N:6]=1)([CH3:4])([CH3:3])[CH3:2], predict the reactants needed to synthesize it. The reactants are: [C:1]([C:5]1[CH:9]=[C:8]([NH:10][C:11]([NH:13][C:14]2[CH:19]=[CH:18][C:17]([O:20][C:21]3[CH:26]=[CH:25][N:24]=[C:23]([CH3:27])[CH:22]=3)=[CH:16][C:15]=2[F:28])=[O:12])[N:7]([C:29]2[CH:30]=[C:31]([CH:35]=[CH:36][CH:37]=2)[C:32]([OH:34])=O)[N:6]=1)([CH3:4])([CH3:3])[CH3:2].[CH3:38][C:39]1([CH3:46])[O:43][CH:42]([CH2:44][NH2:45])[CH2:41][O:40]1.Cl.CN(C)CCCN=C=NCC.ON1C2C=CC=CC=2N=N1. (3) Given the product [N+:11]([C:8]1[CH:7]=[C:4]([CH:3]=[C:2]([O:1][CH2:14][CH2:28][CH3:29])[C:9]=1[O:10][CH2:21][CH2:22][CH3:23])[CH:5]=[O:6])([O-:13])=[O:12], predict the reactants needed to synthesize it. The reactants are: [OH:1][C:2]1[CH:3]=[C:4]([CH:7]=[C:8]([N+:11]([O-:13])=[O:12])[C:9]=1[OH:10])[CH:5]=[O:6].[C:14]([O-])([O-])=O.[K+].[K+].Br[CH2:21][CH2:22][CH3:23].C(O[CH2:28][CH3:29])(=O)C.